From a dataset of Merck oncology drug combination screen with 23,052 pairs across 39 cell lines. Regression. Given two drug SMILES strings and cell line genomic features, predict the synergy score measuring deviation from expected non-interaction effect. (1) Drug 1: Cn1nnc2c(C(N)=O)ncn2c1=O. Drug 2: C#Cc1cccc(Nc2ncnc3cc(OCCOC)c(OCCOC)cc23)c1. Cell line: ES2. Synergy scores: synergy=0.894. (2) Drug 2: CNC(=O)c1cc(Oc2ccc(NC(=O)Nc3ccc(Cl)c(C(F)(F)F)c3)cc2)ccn1. Synergy scores: synergy=17.8. Drug 1: O=S1(=O)NC2(CN1CC(F)(F)F)C1CCC2Cc2cc(C=CCN3CCC(C(F)(F)F)CC3)ccc2C1. Cell line: A375. (3) Drug 1: C#Cc1cccc(Nc2ncnc3cc(OCCOC)c(OCCOC)cc23)c1. Drug 2: NC1CCCCC1N.O=C(O)C(=O)O.[Pt+2]. Cell line: NCIH2122. Synergy scores: synergy=-11.7.